From a dataset of Full USPTO retrosynthesis dataset with 1.9M reactions from patents (1976-2016). Predict the reactants needed to synthesize the given product. (1) Given the product [F:21][C:13]1[CH:12]=[C:11]([C:8]2[O:9][CH:10]=[C:6]([C:4]([OH:5])=[O:3])[N:7]=2)[CH:16]=[CH:15][C:14]=1[S:17]([CH3:20])(=[O:19])=[O:18], predict the reactants needed to synthesize it. The reactants are: C([O:3][C:4]([C:6]1[N:7]=[C:8]([C:11]2[CH:16]=[CH:15][C:14]([S:17]([CH3:20])(=[O:19])=[O:18])=[C:13]([F:21])[CH:12]=2)[O:9][CH:10]=1)=[O:5])C.[OH-].[Na+]. (2) Given the product [NH:13]1[C:21]2[C:16](=[CH:17][C:18]([CH2:22][C:23]([NH:8][C:7]3[CH:9]=[CH:10][C:4]([S:3][C:2]([F:11])([F:1])[F:12])=[CH:5][CH:6]=3)=[O:24])=[CH:19][CH:20]=2)[CH:15]=[CH:14]1, predict the reactants needed to synthesize it. The reactants are: [F:1][C:2]([F:12])([F:11])[S:3][C:4]1[CH:10]=[CH:9][C:7]([NH2:8])=[CH:6][CH:5]=1.[NH:13]1[C:21]2[C:16](=[CH:17][C:18]([CH2:22][C:23](O)=[O:24])=[CH:19][CH:20]=2)[CH:15]=[CH:14]1.N. (3) Given the product [Br:1][C:2]1[C:3]([OH:10])=[N:4][C:5]([Cl:8])=[N:6][CH:7]=1, predict the reactants needed to synthesize it. The reactants are: [Br:1][C:2]1[C:3](Cl)=[N:4][C:5]([Cl:8])=[N:6][CH:7]=1.[OH-:10].[Na+].Cl. (4) Given the product [OH:6][C@H:5]([CH2:4][OH:3])[CH2:7][O:8][C:9]1[CH:10]=[C:11]([C:15]2[CH:16]=[CH:17][C:18]3[N:19]([C:21]([C:25]([NH:27][C:28]4[CH:33]=[CH:32][CH:31]=[CH:30][N:29]=4)=[O:26])=[C:22]([CH3:24])[N:23]=3)[N:20]=2)[CH:12]=[CH:13][CH:14]=1, predict the reactants needed to synthesize it. The reactants are: CC1(C)[O:6][C@@H:5]([CH2:7][O:8][C:9]2[CH:10]=[C:11]([C:15]3[CH:16]=[CH:17][C:18]4[N:19]([C:21]([C:25]([NH:27][C:28]5[CH:33]=[CH:32][CH:31]=[CH:30][N:29]=5)=[O:26])=[C:22]([CH3:24])[N:23]=4)[N:20]=3)[CH:12]=[CH:13][CH:14]=2)[CH2:4][O:3]1.Cl. (5) Given the product [CH3:8][O:9][C:10]1[N:15]=[C:14]([O:16][CH3:17])[C:13]([C:2]2[N:3]=[C:4]([CH3:7])[S:5][CH:6]=2)=[CH:12][N:11]=1, predict the reactants needed to synthesize it. The reactants are: Br[C:2]1[N:3]=[C:4]([CH3:7])[S:5][CH:6]=1.[CH3:8][O:9][C:10]1[N:15]=[C:14]([O:16][CH3:17])[C:13](B(O)O)=[CH:12][N:11]=1.O.C([O-])(O)=O.[Na+]. (6) Given the product [Br:10][C:3]1[C:2]([Cl:1])=[CH:8][C:6]([NH2:7])=[C:5]([F:9])[CH:4]=1, predict the reactants needed to synthesize it. The reactants are: [Cl:1][C:2]1[CH:3]=[CH:4][C:5]([F:9])=[C:6]([CH:8]=1)[NH2:7].[Br:10]N1C(=O)CCC1=O. (7) The reactants are: C(NC(C)C)(C)C.C([Li])CCC.[Cl:13][C:14]1[CH:18]=[CH:17][S:16][C:15]=1[C:19]([OH:21])=[O:20].[Br:22]C(F)(F)C(Br)(F)F.Cl. Given the product [Br:22][C:17]1[S:16][C:15]([C:19]([OH:21])=[O:20])=[C:14]([Cl:13])[CH:18]=1, predict the reactants needed to synthesize it. (8) The reactants are: [CH3:1][C:2]([CH3:27])([CH2:20][C:21]1([CH3:26])[O:25][CH2:24][CH2:23][O:22]1)[CH2:3][N:4]1[C:16]2[C:15]3[CH:14]=[CH:13][CH:12]=[CH:11][C:10]=3[N:9]=[CH:8][C:7]=2[N:6]=[C:5]1[CH2:17][CH2:18][CH3:19].C1C=C(Cl)C=C(C(OO)=[O:36])C=1. Given the product [CH3:27][C:2]([CH3:1])([CH2:20][C:21]1([CH3:26])[O:25][CH2:24][CH2:23][O:22]1)[CH2:3][N:4]1[C:16]2[C:15]3[CH:14]=[CH:13][CH:12]=[CH:11][C:10]=3[N+:9]([O-:36])=[CH:8][C:7]=2[N:6]=[C:5]1[CH2:17][CH2:18][CH3:19], predict the reactants needed to synthesize it.